Predict the reactants needed to synthesize the given product. From a dataset of Full USPTO retrosynthesis dataset with 1.9M reactions from patents (1976-2016). (1) Given the product [C:24]([C:21]1[CH:22]=[C:23]2[C:18](=[CH:19][C:20]=1[O:26][CH2:27][CH2:28][CH2:29][S:30]([CH3:33])(=[O:31])=[O:32])[N:17]=[CH:16][CH:15]=[C:14]2[O:11][C:10]1[C:2]([F:1])=[C:3]2[C:7](=[CH:8][CH:9]=1)[NH:6][C:5]([CH3:12])=[CH:4]2)#[N:25], predict the reactants needed to synthesize it. The reactants are: [F:1][C:2]1[C:10]([OH:11])=[CH:9][CH:8]=[C:7]2[C:3]=1[CH:4]=[C:5]([CH3:12])[NH:6]2.Cl[C:14]1[C:23]2[C:18](=[CH:19][C:20]([O:26][CH2:27][CH2:28][CH2:29][S:30]([CH3:33])(=[O:32])=[O:31])=[C:21]([C:24]#[N:25])[CH:22]=2)[N:17]=[CH:16][CH:15]=1. (2) The reactants are: [CH3:1][O:2][C:3](=[O:13])[C@H:4]([CH2:6][C:7]1[CH:12]=[CH:11][CH:10]=[CH:9][CH:8]=1)[NH2:5].[Cl:14][CH2:15][C:16](Cl)=[O:17]. Given the product [CH3:1][O:2][C:3](=[O:13])[CH:4]([NH:5][C:16](=[O:17])[CH2:15][Cl:14])[CH2:6][C:7]1[CH:12]=[CH:11][CH:10]=[CH:9][CH:8]=1, predict the reactants needed to synthesize it.